Regression. Given a peptide amino acid sequence and an MHC pseudo amino acid sequence, predict their binding affinity value. This is MHC class II binding data. From a dataset of Peptide-MHC class II binding affinity with 134,281 pairs from IEDB. (1) The MHC is HLA-DPA10201-DPB10101 with pseudo-sequence HLA-DPA10201-DPB10101. The peptide sequence is GATVAVDCRPFNGGE. The binding affinity (normalized) is 0.0590. (2) The peptide sequence is AFKVENGSAAPQLTK. The MHC is DRB1_0401 with pseudo-sequence DRB1_0401. The binding affinity (normalized) is 0.555. (3) The peptide sequence is IQGNVTSIHSLLDEG. The MHC is HLA-DQA10501-DQB10301 with pseudo-sequence HLA-DQA10501-DQB10301. The binding affinity (normalized) is 0.435. (4) The MHC is DRB5_0101 with pseudo-sequence DRB5_0101. The peptide sequence is LEKGRLYQIKIQYQRENPTE. The binding affinity (normalized) is 0.777. (5) The peptide sequence is SQDLELSWNLTGLQAY. The MHC is HLA-DQA10101-DQB10501 with pseudo-sequence HLA-DQA10101-DQB10501. The binding affinity (normalized) is 0.768. (6) The peptide sequence is DISWESDAEITGSSERV. The MHC is DRB1_1501 with pseudo-sequence DRB1_1501. The binding affinity (normalized) is 0.